This data is from Catalyst prediction with 721,799 reactions and 888 catalyst types from USPTO. The task is: Predict which catalyst facilitates the given reaction. Reactant: Cl.[I:2][C:3]1[CH:8]=[CH:7][C:6]([CH2:9][C:10]([OH:12])=[O:11])=[CH:5][CH:4]=1.O1CCOC[CH2:14]1. Product: [I:2][C:3]1[CH:4]=[CH:5][C:6]([CH2:9][C:10]([O:12][CH3:14])=[O:11])=[CH:7][CH:8]=1. The catalyst class is: 5.